Task: Predict the reaction yield, written as a fraction of the theoretical maximum amount of product (1.0 means a 100% yield; for example, 0.34 means a 34% yield).. Dataset: Reaction yield outcomes from USPTO patents with 853,638 reactions (1) The reactants are CCN(C(C)C)C(C)C.[F:10][C:11]([F:28])([F:27])[O:12][C:13]1[CH:14]=[CH:15][CH:16]=[C:17]2[C:22]=1[O:21][C:20](=[O:23])[C:19]([C:24]([OH:26])=O)=[CH:18]2.CN(C(ON1N=NC2C=CC=NC1=2)=[N+](C)C)C.F[P-](F)(F)(F)(F)F.[CH2:53]([O:55][C:56]1[C:61]([C:62]2[CH:63]=[C:64]([NH2:68])[CH:65]=[CH:66][CH:67]=2)=[CH:60][CH:59]=[CH:58][N:57]=1)[CH3:54]. The catalyst is CN(C=O)C. The product is [CH2:53]([O:55][C:56]1[C:61]([C:62]2[CH:63]=[C:64]([NH:68][C:24]([C:19]3[C:20](=[O:23])[O:21][C:22]4[C:17]([CH:18]=3)=[CH:16][CH:15]=[CH:14][C:13]=4[O:12][C:11]([F:10])([F:28])[F:27])=[O:26])[CH:65]=[CH:66][CH:67]=2)=[CH:60][CH:59]=[CH:58][N:57]=1)[CH3:54]. The yield is 0.480. (2) The reactants are [H-].[Na+].[Cl:3][C:4]1[C:12]2[N:11]=[C:10]3[N:13]([C:17]4[CH:22]=[CH:21][C:20]([Cl:23])=[CH:19][C:18]=4[Cl:24])[CH2:14][CH2:15][CH2:16][N:9]3[C:8]=2[C:7]([C:25]([CH:30]2[CH2:32][CH2:31]2)([CH:27]2[CH2:29][CH2:28]2)[OH:26])=[CH:6][CH:5]=1.[CH3:33]I. The catalyst is CN(C)C=O.O. The product is [Cl:3][C:4]1[C:12]2[N:11]=[C:10]3[N:13]([C:17]4[CH:22]=[CH:21][C:20]([Cl:23])=[CH:19][C:18]=4[Cl:24])[CH2:14][CH2:15][CH2:16][N:9]3[C:8]=2[C:7]([C:25]([CH:30]2[CH2:32][CH2:31]2)([CH:27]2[CH2:29][CH2:28]2)[O:26][CH3:33])=[CH:6][CH:5]=1. The yield is 0.580. (3) The reactants are [C:1]([O:20][CH2:21][C@H:22]([CH2:43][O:44][P:45]([O:48][CH2:49][CH2:50][NH2:51])([OH:47])=[O:46])[O:23][C:24](=[O:42])[CH2:25][CH2:26][CH2:27][CH2:28][CH2:29][CH2:30][CH2:31]/[CH:32]=[CH:33]\[CH2:34][CH2:35][CH2:36][CH2:37][CH2:38][CH2:39][CH2:40][CH3:41])(=[O:19])[CH2:2][CH2:3][CH2:4][CH2:5][CH2:6][CH2:7][CH2:8]/[CH:9]=[CH:10]\[CH2:11][CH2:12][CH2:13][CH2:14][CH2:15][CH2:16][CH2:17][CH3:18].F[P-](F)(F)(F)(F)F.C[N+](C)=C(N(C)C)ON1C2N=CC=CC=2N=N1.[CH3:76]/[C:77](/[CH:89]=[CH:90]/[CH:91]=[C:92](\[CH3:104])/[CH:93]=[CH:94]/[C:95]1[C:100]([CH3:102])([CH3:101])[CH2:99][CH2:98][CH2:97][C:96]=1[CH3:103])=[CH:78]\[CH2:79][O:80][C:81](=[O:88])[CH2:82][CH2:83][CH2:84][C:85](O)=[O:86].C(N(CC)C(C)C)(C)C. The catalyst is C(Cl)(Cl)Cl.CN(C=O)C. The product is [C:1]([O:20][CH2:21][C@@H:22]([O:23][C:24](=[O:42])[CH2:25][CH2:26][CH2:27][CH2:28][CH2:29][CH2:30][CH2:31]/[CH:32]=[CH:33]\[CH2:34][CH2:35][CH2:36][CH2:37][CH2:38][CH2:39][CH2:40][CH3:41])[CH2:43][O:44][P:45]([O:48][CH2:49][CH2:50][NH:51][C:85](=[O:86])[CH2:84][CH2:83][CH2:82][C:81]([O:80][CH2:79]/[CH:78]=[C:77](\[CH3:76])/[CH:89]=[CH:90]/[CH:91]=[C:92](\[CH3:104])/[CH:93]=[CH:94]/[C:95]1[C:100]([CH3:101])([CH3:102])[CH2:99][CH2:98][CH2:97][C:96]=1[CH3:103])=[O:88])([OH:47])=[O:46])(=[O:19])[CH2:2][CH2:3][CH2:4][CH2:5][CH2:6][CH2:7][CH2:8]/[CH:9]=[CH:10]\[CH2:11][CH2:12][CH2:13][CH2:14][CH2:15][CH2:16][CH2:17][CH3:18]. The yield is 0.610. (4) The catalyst is CO.[C].[Pd]. The product is [F:27][C:11]1[CH:10]=[C:9]([OH:8])[CH:14]=[CH:13][C:12]=1[N:15]([CH3:26])[C:16]([NH:18][C:19]1[CH:24]=[CH:23][C:22]([F:25])=[CH:21][CH:20]=1)=[O:17]. The yield is 0.711. The reactants are C([O:8][C:9]1[CH:14]=[CH:13][C:12]([N:15]([CH3:26])[C:16]([NH:18][C:19]2[CH:24]=[CH:23][C:22]([F:25])=[CH:21][CH:20]=2)=[O:17])=[C:11]([F:27])[CH:10]=1)C1C=CC=CC=1. (5) The reactants are [Cl:1][C:2]1[CH:7]=[CH:6][CH:5]=[CH:4][C:3]=1[C:8]([C:11]1[CH:16]=[CH:15][CH:14]=[CH:13][C:12]=1[Cl:17])(Cl)Cl.[F:18][C:19]1[CH:24]=[C:23]([OH:25])[C:22]([OH:26])=[CH:21][C:20]=1[C:27]([N:29]1[CH2:34][CH2:33][O:32][CH2:31][CH2:30]1)=[O:28]. No catalyst specified. The product is [Cl:1][C:2]1[CH:7]=[CH:6][CH:5]=[CH:4][C:3]=1[C:8]1([C:11]2[CH:16]=[CH:15][CH:14]=[CH:13][C:12]=2[Cl:17])[O:25][C:23]2[CH:24]=[C:19]([F:18])[C:20]([C:27]([N:29]3[CH2:34][CH2:33][O:32][CH2:31][CH2:30]3)=[O:28])=[CH:21][C:22]=2[O:26]1. The yield is 0.0450. (6) The reactants are [Cl:1][C:2]1[N:3]=[C:4](Cl)[C:5]2[O:10][CH:9]=[CH:8][C:6]=2[N:7]=1.[NH:12]1[CH2:17][CH2:16][O:15][CH2:14][CH2:13]1. The catalyst is CO. The product is [Cl:1][C:2]1[N:3]=[C:4]([N:12]2[CH2:17][CH2:16][O:15][CH2:14][CH2:13]2)[C:5]2[O:10][CH:9]=[CH:8][C:6]=2[N:7]=1. The yield is 0.480. (7) The reactants are [CH2:1]([C:5]1([CH3:15])[C:10](=[O:11])[N:9]([CH3:12])[C:8](=[O:13])[NH:7][C:6]1=[O:14])/[CH:2]=[CH:3]/[CH3:4].[H-].[Na+].Br[CH2:19][C:20]([C:22]1[CH:27]=[CH:26][CH:25]=[CH:24][CH:23]=1)=[O:21]. The catalyst is CN(C=O)C. The product is [CH2:1]([C:5]1([CH3:15])[C:10](=[O:11])[N:9]([CH3:12])[C:8](=[O:13])[N:7]([CH2:19][C:20](=[O:21])[C:22]2[CH:27]=[CH:26][CH:25]=[CH:24][CH:23]=2)[C:6]1=[O:14])/[CH:2]=[CH:3]/[CH3:4]. The yield is 0.300. (8) The reactants are [O:1]1CCCC1.[CH2:6]([O:13][C:14](=[O:27])[NH:15][C@H:16]1[C@H:23]2[C@H:19]([O:20][C:21]([CH3:25])([CH3:24])[O:22]2)[C:18](=[CH2:26])[CH2:17]1)[C:7]1[CH:12]=[CH:11][CH:10]=[CH:9][CH:8]=1.[OH-].[Na+].OO. The catalyst is O. The product is [CH2:6]([O:13][C:14](=[O:27])[NH:15][C@H:16]1[C@H:23]2[C@H:19]([O:20][C:21]([CH3:24])([CH3:25])[O:22]2)[C@H:18]([CH2:26][OH:1])[CH2:17]1)[C:7]1[CH:12]=[CH:11][CH:10]=[CH:9][CH:8]=1. The yield is 0.440. (9) The reactants are C(O[C:4]([C:6]1[C:10]([C:11]#[C:12][C:13]2[CH:18]=[CH:17][CH:16]=[CH:15][CH:14]=2)=[CH:9][S:8][C:7]=1[NH:19][C:20](=[O:24])[CH2:21][C:22]#[N:23])=[O:5])C.C(OC(C1C(C=CC2C=CC=CC=2)=CSC=1NC(=O)CC#N)=O)C. No catalyst specified. The product is [OH:5][C:4]1[C:6]2[C:10]([C:11]#[C:12][C:13]3[CH:14]=[CH:15][CH:16]=[CH:17][CH:18]=3)=[CH:9][S:8][C:7]=2[NH:19][C:20](=[O:24])[C:21]=1[C:22]#[N:23]. The yield is 0.0580.